This data is from NCI-60 drug combinations with 297,098 pairs across 59 cell lines. The task is: Regression. Given two drug SMILES strings and cell line genomic features, predict the synergy score measuring deviation from expected non-interaction effect. (1) Drug 1: C1CN1P(=S)(N2CC2)N3CC3. Drug 2: CC(C)NC(=O)C1=CC=C(C=C1)CNNC.Cl. Cell line: NCI-H322M. Synergy scores: CSS=-8.08, Synergy_ZIP=4.69, Synergy_Bliss=2.89, Synergy_Loewe=-6.25, Synergy_HSA=-5.89. (2) Drug 1: C(CCl)NC(=O)N(CCCl)N=O. Synergy scores: CSS=14.3, Synergy_ZIP=-4.75, Synergy_Bliss=-0.464, Synergy_Loewe=-11.5, Synergy_HSA=-2.38. Drug 2: N.N.Cl[Pt+2]Cl. Cell line: TK-10. (3) Drug 1: C1CC(=O)NC(=O)C1N2CC3=C(C2=O)C=CC=C3N. Drug 2: C#CCC(CC1=CN=C2C(=N1)C(=NC(=N2)N)N)C3=CC=C(C=C3)C(=O)NC(CCC(=O)O)C(=O)O. Cell line: ACHN. Synergy scores: CSS=0.0725, Synergy_ZIP=-1.53, Synergy_Bliss=-4.11, Synergy_Loewe=-5.17, Synergy_HSA=-4.58. (4) Drug 2: B(C(CC(C)C)NC(=O)C(CC1=CC=CC=C1)NC(=O)C2=NC=CN=C2)(O)O. Drug 1: CC1CCC2CC(C(=CC=CC=CC(CC(C(=O)C(C(C(=CC(C(=O)CC(OC(=O)C3CCCCN3C(=O)C(=O)C1(O2)O)C(C)CC4CCC(C(C4)OC)O)C)C)O)OC)C)C)C)OC. Cell line: RPMI-8226. Synergy scores: CSS=56.3, Synergy_ZIP=0.392, Synergy_Bliss=-5.81, Synergy_Loewe=-18.2, Synergy_HSA=-6.55. (5) Drug 1: CC12CCC3C(C1CCC2=O)CC(=C)C4=CC(=O)C=CC34C. Drug 2: CC1=C(C(=O)C2=C(C1=O)N3CC4C(C3(C2COC(=O)N)OC)N4)N. Cell line: U251. Synergy scores: CSS=68.0, Synergy_ZIP=1.28, Synergy_Bliss=1.81, Synergy_Loewe=1.54, Synergy_HSA=3.28. (6) Drug 1: CC1C(C(CC(O1)OC2CC(CC3=C2C(=C4C(=C3O)C(=O)C5=C(C4=O)C(=CC=C5)OC)O)(C(=O)C)O)N)O.Cl. Drug 2: C1C(C(OC1N2C=C(C(=O)NC2=O)F)CO)O. Cell line: UACC-257. Synergy scores: CSS=11.9, Synergy_ZIP=-6.56, Synergy_Bliss=-7.65, Synergy_Loewe=-10.3, Synergy_HSA=-7.91. (7) Drug 1: C1=C(C(=O)NC(=O)N1)N(CCCl)CCCl. Drug 2: CC1=C(C=C(C=C1)NC(=O)C2=CC=C(C=C2)CN3CCN(CC3)C)NC4=NC=CC(=N4)C5=CN=CC=C5. Cell line: HCT-15. Synergy scores: CSS=19.0, Synergy_ZIP=1.13, Synergy_Bliss=1.22, Synergy_Loewe=-2.40, Synergy_HSA=0.602. (8) Drug 1: CC1C(C(CC(O1)OC2CC(CC3=C2C(=C4C(=C3O)C(=O)C5=C(C4=O)C(=CC=C5)OC)O)(C(=O)CO)O)N)O.Cl. Drug 2: CC1C(C(CC(O1)OC2CC(CC3=C2C(=C4C(=C3O)C(=O)C5=C(C4=O)C(=CC=C5)OC)O)(C(=O)CO)O)N)O.Cl. Cell line: 786-0. Synergy scores: CSS=50.9, Synergy_ZIP=-8.98, Synergy_Bliss=-6.56, Synergy_Loewe=-4.24, Synergy_HSA=-2.45.